Dataset: Forward reaction prediction with 1.9M reactions from USPTO patents (1976-2016). Task: Predict the product of the given reaction. Given the reactants [CH3:1][O:2][C:3]1[CH:45]=[CH:44][C:6]([CH2:7][N:8]2[C:12]3=[N:13][CH:14]=[CH:15][C:16]([O:17][C:18]4[CH:23]=[CH:22][C:21]([O:24][C:25]5[CH:30]=[CH:29][CH:28]=[CH:27][CH:26]=5)=[CH:20][CH:19]=4)=[C:11]3[C:10]([NH:31][C@@H:32]3[CH2:36][CH2:35][N:34](C(OC(C)(C)C)=O)[CH2:33]3)=[N:9]2)=[CH:5][CH:4]=1.C(O)(C(F)(F)F)=O, predict the reaction product. The product is: [CH3:1][O:2][C:3]1[CH:4]=[CH:5][C:6]([CH2:7][N:8]2[C:12]3=[N:13][CH:14]=[CH:15][C:16]([O:17][C:18]4[CH:19]=[CH:20][C:21]([O:24][C:25]5[CH:30]=[CH:29][CH:28]=[CH:27][CH:26]=5)=[CH:22][CH:23]=4)=[C:11]3[C:10]([NH:31][C@@H:32]3[CH2:36][CH2:35][NH:34][CH2:33]3)=[N:9]2)=[CH:44][CH:45]=1.